From a dataset of Forward reaction prediction with 1.9M reactions from USPTO patents (1976-2016). Predict the product of the given reaction. (1) Given the reactants [CH3:1][C@@H:2]([C@@H:8]1[C@@:12]2([CH3:28])[CH2:13][CH2:14][C@@H:15]3[C@@:20]4([CH3:26])[CH2:21][CH2:22][C@@H:23]([OH:25])[CH2:24][C@H:19]4[CH2:18][C@@H:17]([OH:27])[C@H:16]3[C@@H:11]2[CH2:10][CH2:9]1)[CH2:3][CH2:4][C:5]([OH:7])=[O:6].[C:29](=O)(O)[O-].[Na+], predict the reaction product. The product is: [OH:25][C@@H:23]1[CH2:22][CH2:21][C@@:20]2([CH3:26])[CH:19]([CH2:18][C@@H:17]([OH:27])[C@@H:16]3[C@@H:15]2[CH2:14][CH2:13][C@@:12]2([CH3:28])[C@H:11]3[CH2:10][CH2:9][C@@H:8]2[C@H:2]([CH3:1])[CH2:3][CH2:4][C:5]([O:7][CH3:29])=[O:6])[CH2:24]1. (2) The product is: [F:13][C:14]1[CH:22]=[CH:21][C:17]([C:18]([O:20][CH3:2])=[O:19])=[CH:16][C:15]=1[I:23]. Given the reactants Br[C:2]1C=CC(C(OC)=O)=C(C)C=1.[F:13][C:14]1[CH:22]=[CH:21][C:17]([C:18]([OH:20])=[O:19])=[CH:16][C:15]=1[I:23], predict the reaction product. (3) Given the reactants Cl[C:2]1[NH:11][C:10](=O)[C:9]2[C:4](=[CH:5][CH:6]=[C:7]([CH3:13])[CH:8]=2)[N:3]=1.[S:14]1[C:20]2[CH:21]=[CH:22][CH:23]=[CH:24][C:19]=2[CH2:18][NH:17][CH2:16][CH2:15]1.[O:25]1[CH2:28][C:27]([CH2:31][NH2:32])([CH2:29][NH2:30])[CH2:26]1, predict the reaction product. The product is: [NH2:30][CH2:29][C:27]1([CH2:31][NH:32][C:10]2[C:9]3[C:4](=[CH:5][CH:6]=[C:7]([CH3:13])[CH:8]=3)[N:3]=[C:2]([N:17]3[CH2:18][C:19]4[CH:24]=[CH:23][CH:22]=[CH:21][C:20]=4[S:14][CH2:15][CH2:16]3)[N:11]=2)[CH2:28][O:25][CH2:26]1. (4) Given the reactants N1C=CC=CC=1.Cl.[CH3:8][NH:9][O:10][CH3:11].[C:12]1([CH:18]([CH2:22][CH3:23])[C:19](Cl)=[O:20])[CH:17]=[CH:16][CH:15]=[CH:14][CH:13]=1.O, predict the reaction product. The product is: [CH3:11][O:10][N:9]([CH3:8])[C:19](=[O:20])[CH:18]([C:12]1[CH:17]=[CH:16][CH:15]=[CH:14][CH:13]=1)[CH2:22][CH3:23]. (5) Given the reactants O=[C:2]([CH3:20])[CH:3]=[CH:4][C:5]1[CH:18]=[CH:17][C:8]([NH:9]C(=O)OC(C)(C)C)=[C:7]([CH3:19])[CH:6]=1.Cl.[Cl:22][C:23]1[CH:28]=[CH:27][C:26]([NH:29][NH2:30])=[CH:25][CH:24]=1.O.C1(C)C=CC(S(O)(=O)=O)=CC=1.C(=O)([O-])O.[Na+], predict the reaction product. The product is: [Cl:22][C:23]1[CH:28]=[CH:27][C:26]([N:29]2[CH:4]([C:5]3[CH:18]=[CH:17][C:8]([NH2:9])=[C:7]([CH3:19])[CH:6]=3)[CH2:3][C:2]([CH3:20])=[N:30]2)=[CH:25][CH:24]=1.